From a dataset of Forward reaction prediction with 1.9M reactions from USPTO patents (1976-2016). Predict the product of the given reaction. (1) The product is: [CH2:12]([N:11]([CH2:14][C:15]1[CH:20]=[CH:19][CH:18]=[C:17]([C:21]2[C:26]([F:27])=[CH:25][N:24]=[C:23]([NH:39][CH2:38][CH2:37][C:33]3[CH:34]=[CH:35][CH:36]=[C:31]([F:30])[CH:32]=3)[N:22]=2)[CH:16]=1)[CH2:10][CH2:9][CH2:8][NH2:7])[CH3:13]. Given the reactants C(OC(=O)[NH:7][CH2:8][CH2:9][CH2:10][N:11]([CH2:14][C:15]1[CH:20]=[CH:19][CH:18]=[C:17]([C:21]2[C:26]([F:27])=[CH:25][N:24]=[C:23](Cl)[N:22]=2)[CH:16]=1)[CH2:12][CH3:13])(C)(C)C.[F:30][C:31]1[CH:32]=[C:33]([CH2:37][CH2:38][NH2:39])[CH:34]=[CH:35][CH:36]=1, predict the reaction product. (2) Given the reactants [CH:1]1([C:6]2[N:10]([CH2:11][C:12]([O:14][CH2:15][CH3:16])=[O:13])[C:9]([CH3:17])=[C:8]([CH2:18][C:19]3[CH:24]=[CH:23][CH:22]=[CH:21][C:20]=3[S:25]([N:28]3[CH2:32][CH2:31][CH2:30][CH2:29]3)(=[O:27])=[O:26])[CH:7]=2)[CH2:5][CH2:4][CH2:3][CH2:2]1.ClS([N:37]=[C:38]=O)(=O)=O.CN(C)C=O, predict the reaction product. The product is: [C:38]([C:7]1[C:8]([CH2:18][C:19]2[CH:24]=[CH:23][CH:22]=[CH:21][C:20]=2[S:25]([N:28]2[CH2:29][CH2:30][CH2:31][CH2:32]2)(=[O:26])=[O:27])=[C:9]([CH3:17])[N:10]([CH2:11][C:12]([O:14][CH2:15][CH3:16])=[O:13])[C:6]=1[CH:1]1[CH2:5][CH2:4][CH2:3][CH2:2]1)#[N:37]. (3) Given the reactants [CH2:1]([O:3][C:4](=[O:14])[C:5]1[CH:10]=[CH:9][C:8]([O:11][CH3:12])=[C:7]([OH:13])[CH:6]=1)[CH3:2].Br[CH2:16][CH2:17][CH2:18][C:19]([F:22])([F:21])[F:20].C([O-])([O-])=O.[K+].[K+], predict the reaction product. The product is: [CH2:1]([O:3][C:4](=[O:14])[C:5]1[CH:10]=[CH:9][C:8]([O:11][CH3:12])=[C:7]([O:13][CH2:16][CH2:17][CH2:18][C:19]([F:22])([F:21])[F:20])[CH:6]=1)[CH3:2].